Dataset: NCI-60 drug combinations with 297,098 pairs across 59 cell lines. Task: Regression. Given two drug SMILES strings and cell line genomic features, predict the synergy score measuring deviation from expected non-interaction effect. (1) Drug 1: COC1=CC(=CC(=C1O)OC)C2C3C(COC3=O)C(C4=CC5=C(C=C24)OCO5)OC6C(C(C7C(O6)COC(O7)C8=CC=CS8)O)O. Drug 2: CN1C2=C(C=C(C=C2)N(CCCl)CCCl)N=C1CCCC(=O)O.Cl. Cell line: SNB-75. Synergy scores: CSS=15.2, Synergy_ZIP=-1.37, Synergy_Bliss=2.01, Synergy_Loewe=-11.9, Synergy_HSA=2.14. (2) Drug 1: C1CC(=O)NC(=O)C1N2CC3=C(C2=O)C=CC=C3N. Drug 2: COC1=C(C=C2C(=C1)N=CN=C2NC3=CC(=C(C=C3)F)Cl)OCCCN4CCOCC4. Synergy scores: CSS=29.4, Synergy_ZIP=-4.08, Synergy_Bliss=2.52, Synergy_Loewe=-1.22, Synergy_HSA=6.73. Cell line: PC-3. (3) Drug 1: C1=CC(=CC=C1CC(C(=O)O)N)N(CCCl)CCCl.Cl. Drug 2: CC1CCCC2(C(O2)CC(NC(=O)CC(C(C(=O)C(C1O)C)(C)C)O)C(=CC3=CSC(=N3)C)C)C. Cell line: SK-MEL-5. Synergy scores: CSS=15.3, Synergy_ZIP=-1.64, Synergy_Bliss=3.54, Synergy_Loewe=-5.16, Synergy_HSA=-2.35. (4) Drug 1: CC1=C2C(C(=O)C3(C(CC4C(C3C(C(C2(C)C)(CC1OC(=O)C(C(C5=CC=CC=C5)NC(=O)C6=CC=CC=C6)O)O)OC(=O)C7=CC=CC=C7)(CO4)OC(=O)C)O)C)OC(=O)C. Drug 2: CC1C(C(CC(O1)OC2CC(CC3=C2C(=C4C(=C3O)C(=O)C5=CC=CC=C5C4=O)O)(C(=O)C)O)N)O. Cell line: HCT116. Synergy scores: CSS=48.8, Synergy_ZIP=-2.83, Synergy_Bliss=-3.00, Synergy_Loewe=2.86, Synergy_HSA=3.88. (5) Drug 1: C1=CC=C(C=C1)NC(=O)CCCCCCC(=O)NO. Drug 2: CCC1(C2=C(COC1=O)C(=O)N3CC4=CC5=C(C=CC(=C5CN(C)C)O)N=C4C3=C2)O.Cl. Cell line: TK-10. Synergy scores: CSS=22.9, Synergy_ZIP=-3.86, Synergy_Bliss=1.36, Synergy_Loewe=-31.9, Synergy_HSA=-1.61.